Dataset: Peptide-MHC class II binding affinity with 134,281 pairs from IEDB. Task: Regression. Given a peptide amino acid sequence and an MHC pseudo amino acid sequence, predict their binding affinity value. This is MHC class II binding data. (1) The peptide sequence is QHRDVLQLYAPEAFNYMDKF. The MHC is DRB1_0101 with pseudo-sequence DRB1_0101. The binding affinity (normalized) is 0.539. (2) The peptide sequence is SNKAFAEGLSGEPKG. The MHC is DRB3_0101 with pseudo-sequence DRB3_0101. The binding affinity (normalized) is 0.149. (3) The peptide sequence is FRKYTAFTIPSINNE. The MHC is DRB3_0101 with pseudo-sequence DRB3_0101. The binding affinity (normalized) is 0.0940. (4) The peptide sequence is DKELYPLASLRSLFG. The MHC is HLA-DPA10103-DPB10401 with pseudo-sequence HLA-DPA10103-DPB10401. The binding affinity (normalized) is 0.427. (5) The peptide sequence is IPTAFSIGKTYKPEE. The MHC is DRB3_0101 with pseudo-sequence DRB3_0101. The binding affinity (normalized) is 0.236. (6) The peptide sequence is ALTIYEMLQNIFAIF. The MHC is DRB1_0901 with pseudo-sequence DRB1_0901. The binding affinity (normalized) is 0.222.